Dataset: Full USPTO retrosynthesis dataset with 1.9M reactions from patents (1976-2016). Task: Predict the reactants needed to synthesize the given product. (1) Given the product [CH3:1][N:2]1[C:6]2[CH:7]=[CH:8][C:9]([C@H:11]3[O:26][C:25](=[O:27])[CH:24]=[CH:23][C:22]([CH3:28])([CH3:29])[C:21](=[O:30])[C@H:20]([CH3:31])[C@@H:19]([OH:32])[C@@H:18]([CH3:33])[CH2:17][CH2:16][CH2:15][C@H:14]4[C@@H:13]([O:35]4)[CH2:12]3)=[CH:10][C:5]=2[N:4]=[C:3]1[CH3:34], predict the reactants needed to synthesize it. The reactants are: [CH3:1][N:2]1[C:6]2[CH:7]=[CH:8][C:9]([C@H:11]3[O:26][C:25](=[O:27])[CH:24]=[CH:23][C:22]([CH3:29])([CH3:28])[C:21](=[O:30])[C@H:20]([CH3:31])[C@@H:19]([OH:32])[C@@H:18]([CH3:33])[CH2:17][CH2:16][CH2:15][CH:14]=[CH:13][CH2:12]3)=[CH:10][C:5]=2[N:4]=[C:3]1[CH3:34].[OH:35]CC([C@H]([C@@H]([C@@H](CO)O)O)O)=O.C([O-])([O-])=O.[K+].[K+]. (2) Given the product [CH2:9]([O:11][C:12](=[O:21])[C:13]1[CH:18]=[CH:17][C:16]([Cl:19])=[C:15]([CH2:4][CH2:3][C:2]([CH3:8])([CH3:7])[CH3:1])[CH:14]=1)[CH3:10], predict the reactants needed to synthesize it. The reactants are: [CH3:1][C:2]([CH3:8])([CH3:7])[CH2:3][CH2:4][Mg]Cl.[CH2:9]([O:11][C:12](=[O:21])[C:13]1[CH:18]=[CH:17][C:16]([Cl:19])=[C:15](Br)[CH:14]=1)[CH3:10]. (3) Given the product [CH3:1][O:2][C:3]([C:5]1[S:6][C:7]([S:21][CH3:22])=[C:8]([S:10]([C:13]2[CH:14]=[N:15][C:16]([NH:23][CH2:24][C:25]3[CH:26]=[N:27][CH:28]=[CH:29][CH:30]=3)=[C:17]([Br:19])[CH:18]=2)(=[O:12])=[O:11])[CH:9]=1)=[O:4], predict the reactants needed to synthesize it. The reactants are: [CH3:1][O:2][C:3]([C:5]1[S:6][C:7]([S:21][CH3:22])=[C:8]([S:10]([C:13]2[CH:14]=[N:15][C:16](Cl)=[C:17]([Br:19])[CH:18]=2)(=[O:12])=[O:11])[CH:9]=1)=[O:4].[NH2:23][CH2:24][C:25]1[CH:26]=[N:27][CH:28]=[CH:29][CH:30]=1. (4) Given the product [Cl:40][C:39]1[N:25]2[CH:26]=[C:27]([C:34]3[CH:38]=[CH:37][O:36][CH:35]=3)[CH:28]=[C:29]([C:30]([F:33])([F:32])[F:31])[C:24]2=[N:23][C:22]=1[C:20]([N:18]1[CH2:19][CH:16]([NH:15][S:2]([CH3:1])(=[O:4])=[O:3])[CH2:17]1)=[O:21], predict the reactants needed to synthesize it. The reactants are: [CH3:1][S:2](Cl)(=[O:4])=[O:3].C(N(CC)C(C)C)(C)C.[NH2:15][CH:16]1[CH2:19][N:18]([C:20]([C:22]2[N:23]=[C:24]3[C:29]([C:30]([F:33])([F:32])[F:31])=[CH:28][C:27]([C:34]4[CH:38]=[CH:37][O:36][CH:35]=4)=[CH:26][N:25]3[C:39]=2[Cl:40])=[O:21])[CH2:17]1.O. (5) Given the product [Cl-:13].[CH3:24][C:17]1[C:18]2[C:23](=[CH:22][CH:21]=[CH:20][CH:19]=2)[CH:14]=[CH:15][C:16]=1[N+:7]1[CH:8]=[CH:9][CH:10]=[C:5]([C:4](=[O:11])[NH2:12])[CH:6]=1, predict the reactants needed to synthesize it. The reactants are: C(O)C.[C:4]([NH2:12])(=[O:11])[C:5]1[CH:10]=[CH:9][CH:8]=[N:7][CH:6]=1.[Cl:13][C:14]1[C:23]2[C:18](=[CH:19][CH:20]=[CH:21][CH:22]=2)[C:17]([CH3:24])=[CH:16][CH:15]=1. (6) The reactants are: [C:1]1([C:13]2[C:14](=[O:30])[N:15]([CH3:29])[C:16](=[O:28])[C:17]=2[C:18]2[C:26]3[C:21](=[CH:22][CH:23]=[CH:24][CH:25]=3)[N:20]([CH3:27])[CH:19]=2)[C:11]2=[C:12]3[C:7](=[CH:8][CH:9]=[CH:10]2)[CH2:6][CH2:5][CH2:4][N:3]3[CH:2]=1.[H][H].C1(C)C=CC=CC=1. Given the product [C:1]1([C@H:13]2[C@@H:17]([C:18]3[C:26]4[C:21](=[CH:22][CH:23]=[CH:24][CH:25]=4)[N:20]([CH3:27])[CH:19]=3)[C:16](=[O:28])[N:15]([CH3:29])[C:14]2=[O:30])[C:11]2=[C:12]3[C:7](=[CH:8][CH:9]=[CH:10]2)[CH2:6][CH2:5][CH2:4][N:3]3[CH:2]=1, predict the reactants needed to synthesize it. (7) Given the product [F:1][C:2]1[C:3]2[O:28][N:27]=[C:26]([C:29]3[CH:34]=[CH:33][N:32]=[C:31]([OH:41])[N:30]=3)[C:4]=2[CH:5]=[C:6]2[C:19]=1[N:18]1[CH2:20][C@@H:21]([CH3:25])[O:22][C@@H:23]([CH3:24])[C@@H:17]1[C:8]1([C:13](=[O:14])[NH:12][C:11](=[O:15])[NH:10][C:9]1=[O:16])[CH2:7]2, predict the reactants needed to synthesize it. The reactants are: [F:1][C:2]1[C:3]2[O:28][N:27]=[C:26]([C:29]3[CH:34]=[CH:33][N:32]=[C:31](S(C)(=O)=O)[N:30]=3)[C:4]=2[CH:5]=[C:6]2[C:19]=1[N:18]1[CH2:20][C@@H:21]([CH3:25])[O:22][C@@H:23]([CH3:24])[C@@H:17]1[C:8]1([C:13](=[O:14])[NH:12][C:11](=[O:15])[NH:10][C:9]1=[O:16])[CH2:7]2.C[Si](C)(C)[O-:41].[K+]. (8) Given the product [F:1][C:2]1[C:7]([CH3:27])=[CH:6][CH:5]=[C:4]([F:16])[C:3]=1[C:17]1[N:22]=[C:21]([C:23]([O:25][CH3:26])=[O:24])[CH:20]=[CH:19][CH:18]=1, predict the reactants needed to synthesize it. The reactants are: [F:1][C:2]1[C:7](OS(C(F)(F)F)(=O)=O)=[CH:6][CH:5]=[C:4]([F:16])[C:3]=1[C:17]1[N:22]=[C:21]([C:23]([O:25][CH3:26])=[O:24])[CH:20]=[CH:19][CH:18]=1.[CH3:27][Zn]C. (9) Given the product [C:15]([C:12]1[CH:13]=[CH:14][C:9]([O:8][CH2:7][CH2:6][CH2:5][C:4]([OH:26])=[O:3])=[CH:10][C:11]=1[O:18][CH2:19][CH:20]1[CH2:25][CH2:24][CH2:23][CH2:22][CH2:21]1)(=[O:17])[NH2:16], predict the reactants needed to synthesize it. The reactants are: C([O:3][C:4](=[O:26])[CH2:5][CH2:6][CH2:7][O:8][C:9]1[CH:14]=[CH:13][C:12]([C:15](=[O:17])[NH2:16])=[C:11]([O:18][CH2:19][CH:20]2[CH2:25][CH2:24][CH2:23][CH2:22][CH2:21]2)[CH:10]=1)C.O[Li].O.O.